The task is: Predict the reactants needed to synthesize the given product.. This data is from Full USPTO retrosynthesis dataset with 1.9M reactions from patents (1976-2016). (1) Given the product [C:11]([C:8]1[CH:9]=[CH:10][C:5]([NH:4][C:1](=[O:3])[CH3:2])=[CH:6][CH:7]=1)(=[O:16])[CH2:12][CH2:13][CH2:14][CH3:15], predict the reactants needed to synthesize it. The reactants are: [C:1]([NH:4][C:5]1[CH:10]=[CH:9][CH:8]=[CH:7][CH:6]=1)(=[O:3])[CH3:2].[C:11](Cl)(=[O:16])[CH2:12][CH2:13][CH2:14][CH3:15]. (2) Given the product [C:1]([O:5][C:6]([N:8]1[C:12]2[CH:13]=[CH:14][C:15]([Cl:17])=[CH:16][C:11]=2[N:10]=[C:9]1[C:18]1[CH:23]=[C:22]([N:70]2[CH2:71][CH2:72][CH:67]([C:65]([O:64][CH2:62][CH3:63])=[O:66])[CH2:68][CH2:69]2)[CH:21]=[CH:20][C:19]=1[F:25])=[O:7])([CH3:4])([CH3:3])[CH3:2], predict the reactants needed to synthesize it. The reactants are: [C:1]([O:5][C:6]([N:8]1[C:12]2[CH:13]=[CH:14][C:15]([Cl:17])=[CH:16][C:11]=2[N:10]=[C:9]1[C:18]1[CH:23]=[C:22](Br)[CH:21]=[CH:20][C:19]=1[F:25])=[O:7])([CH3:4])([CH3:3])[CH3:2].C(P(C(C)(C)C)C1C=CC=CC=1C1C(CCC)=CC(CCC)=CC=1CCC)(C)(C)C.CC(C)([O-])C.[Na+].[CH2:62]([O:64][C:65]([CH:67]1[CH2:72][CH2:71][NH:70][CH2:69][CH2:68]1)=[O:66])[CH3:63].